Binary Classification. Given a drug SMILES string, predict its activity (active/inactive) in a high-throughput screening assay against a specified biological target. From a dataset of Serine/threonine kinase 33 screen with 319,792 compounds. (1) The drug is S(=O)(=O)(N(c1c(cc(cc1)C)C)CC(=O)Nc1c(c2ccccc2)cccc1)c1ccccc1. The result is 0 (inactive). (2) The compound is S(=O)(=O)(N1C(OCC1)CNC(=O)C(=O)NCCc1c(OC)cccc1)c1c(F)ccc(F)c1. The result is 0 (inactive). (3) The drug is O=c1nc(N2CCCNCC2)[nH]c(c1)C. The result is 0 (inactive). (4) The molecule is O=C(N1CCN(CC1)CC(=O)Nc1cc(OC)ccc1)c1occc1. The result is 0 (inactive).